Dataset: Catalyst prediction with 721,799 reactions and 888 catalyst types from USPTO. Task: Predict which catalyst facilitates the given reaction. (1) Reactant: [OH:1][C:2]1[N:6]([CH3:7])[N:5]=[C:4]([C:8]([F:11])([F:10])[F:9])[CH:3]=1.[C:12](=[O:15])([O-])[O-].[K+].[K+].C=O.Br[CH2:21][CH3:22]. The catalyst class is: 384. Product: [CH2:21]([O:1][C:2]1[N:6]([CH3:7])[N:5]=[C:4]([C:8]([F:11])([F:10])[F:9])[C:3]=1[CH2:12][OH:15])[CH3:22]. (2) Product: [C:19]([O:18][C:16](=[O:17])[NH:1][CH2:4][C:5]1[CH:12]=[CH:11][CH:10]=[CH:9][C:6]=1[C:7]#[N:8])([CH3:22])([CH3:21])[CH3:20]. The catalyst class is: 111. Reactant: [N:1]([CH2:4][C:5]1[CH:12]=[CH:11][CH:10]=[CH:9][C:6]=1[C:7]#[N:8])=[N+]=[N-].[Sn](Cl)Cl.[C:16](O[C:16]([O:18][C:19]([CH3:22])([CH3:21])[CH3:20])=[O:17])([O:18][C:19]([CH3:22])([CH3:21])[CH3:20])=[O:17]. (3) Reactant: [Cl:1][C:2]1[N:9]=[C:8]([NH:10][C:11]2[CH:15]=[C:14]([CH3:16])[NH:13][N:12]=2)[CH:7]=[C:6]([CH3:17])[C:3]=1[C:4]#[N:5].Cl.[F:19][C:20]1[CH:29]=[CH:28][CH:27]=[CH:26][C:21]=1[O:22][CH2:23][CH2:24][NH2:25].C(=O)([O-])O.[Na+].CS(C)=O. Product: [ClH:1].[F:19][C:20]1[CH:29]=[CH:28][CH:27]=[CH:26][C:21]=1[O:22][CH2:23][CH2:24][NH:25][C:2]1[N:9]=[C:8]([NH:10][C:11]2[CH:15]=[C:14]([CH3:16])[NH:13][N:12]=2)[CH:7]=[C:6]([CH3:17])[C:3]=1[C:4]#[N:5]. The catalyst class is: 6. (4) Reactant: [N:1]1[CH:6]=[CH:5][N:4]=[C:3]2[S:7][C:8]([C:10]([OH:12])=O)=[CH:9][C:2]=12.CN(C(ON1N=NC2C=CC=NC1=2)=[N+](C)C)C.F[P-](F)(F)(F)(F)F.CCN(C(C)C)C(C)C.[NH2:46][C:47]1[C:48]([F:68])=[CH:49][C:50]([F:67])=[C:51]([NH:53][C:54](=[O:66])[C:55]2[CH:60]=[CH:59][CH:58]=[C:57]([C:61]([C:64]#[N:65])([CH3:63])[CH3:62])[CH:56]=2)[CH:52]=1.C(O)(=O)CC(CC(O)=O)(C(O)=O)O. Product: [C:64]([C:61]([C:57]1[CH:56]=[C:55]([CH:60]=[CH:59][CH:58]=1)[C:54]([NH:53][C:51]1[C:50]([F:67])=[CH:49][C:48]([F:68])=[C:47]([NH:46][C:10]([C:8]2[S:7][C:3]3=[N:4][CH:5]=[CH:6][N:1]=[C:2]3[CH:9]=2)=[O:12])[CH:52]=1)=[O:66])([CH3:63])[CH3:62])#[N:65]. The catalyst class is: 3. (5) Reactant: [C:1]1([CH3:18])[CH:6]=[CH:5][C:4](S(OCCCCCC#C)(=O)=O)=[CH:3][CH:2]=1.[F:19][C:20]([F:30])([F:29])[CH2:21][CH2:22][S:23]([CH2:26][C:27]#[N:28])(=[O:25])=[O:24].C(=O)([O-])[O-].[K+].[K+].Cl. Product: [F:30][C:20]([F:19])([F:29])[CH2:21][CH2:22][S:23]([CH:26]([CH2:6][CH2:5][CH2:4][CH2:3][CH2:2][C:1]#[CH:18])[C:27]#[N:28])(=[O:24])=[O:25]. The catalyst class is: 16. (6) Reactant: [Li]CCCC.[Si:6]([C:10]#[CH:11])([CH3:9])([CH3:8])[CH3:7].[CH3:12][C:13]([CH:15]1[CH2:17][CH2:16]1)=[O:14]. Product: [CH:15]1([C:13]([OH:14])([C:11]#[C:10][Si:6]([CH3:9])([CH3:8])[CH3:7])[CH3:12])[CH2:17][CH2:16]1. The catalyst class is: 28. (7) Reactant: [CH3:1][O:2][C:3]1[CH:8]=[CH:7][C:6]([CH2:9][O:10][C:11]2[CH:16]=[CH:15][C:14]([CH2:17][C:18]#[N:19])=[CH:13][CH:12]=2)=[CH:5][CH:4]=1.Br[CH2:21][C:22]([O:24]CC)=[O:23].C([O-])([O-])=O.[K+].[K+]. Product: [CH3:1][O:2][C:3]1[CH:4]=[CH:5][C:6]([CH2:9][O:10][C:11]2[CH:12]=[CH:13][C:14]([CH:17]([C:18]#[N:19])[CH2:21][C:22]([OH:24])=[O:23])=[CH:15][CH:16]=2)=[CH:7][CH:8]=1. The catalyst class is: 3.